Dataset: Forward reaction prediction with 1.9M reactions from USPTO patents (1976-2016). Task: Predict the product of the given reaction. (1) Given the reactants [C:1]1(N)[C:13]2[CH2:12][C:11]3[C:6](=[CH:7][CH:8]=[CH:9][CH:10]=3)[C:5]=2[CH:4]=[CH:3][CH:2]=1.Cl.C1([NH2:29])C2CC3C(=CC=CC=3)C=2C=CC=1.[CH:30]1[N:35]=[C:34](Cl)[C:33]2[N:37]=[CH:38][N:39]([C@@H:40]3[O:44][C@H:43]([CH2:45][OH:46])[C@@H:42]([OH:47])[C@H:41]3[OH:48])[C:32]=2[N:31]=1.C(N(CC)CC)C, predict the reaction product. The product is: [CH:1]1[C:13]2[CH:12]([NH:29][C:34]3[C:33]4[N:37]=[CH:38][N:39]([C:32]=4[N:31]=[CH:30][N:35]=3)[C@@H:40]3[O:44][C@H:43]([CH2:45][OH:46])[C@@H:42]([OH:47])[C@H:41]3[OH:48])[C:11]3[C:6](=[CH:7][CH:8]=[CH:9][CH:10]=3)[C:5]=2[CH:4]=[CH:3][CH:2]=1. (2) Given the reactants [CH3:1][O:2][C:3]1[CH:40]=[CH:39][C:6]([CH2:7][N:8]2[C:12]3=[N:13][CH:14]=[CH:15][C:16]([O:17][C:18]4[CH:23]=[CH:22][C:21]([NH2:24])=[CH:20][C:19]=4[F:25])=[C:11]3[C:10]([CH:26]3[CH2:31][CH2:30][N:29]([C:32]([O:34][C:35]([CH3:38])([CH3:37])[CH3:36])=[O:33])[CH2:28][CH2:27]3)=[N:9]2)=[CH:5][CH:4]=1.[F:41][C:42]1[CH:47]=[CH:46][C:45]([N:48]2[C:53](=[O:54])[C:52]([C:55](O)=[O:56])=[CH:51][CH:50]=[N:49]2)=[CH:44][CH:43]=1.Cl.C(N=C=NCCCN(C)C)C.N1(O)C2C=CC=CC=2N=N1.C(N(C(C)C)C(C)C)C, predict the reaction product. The product is: [F:25][C:19]1[CH:20]=[C:21]([NH:24][C:55]([C:52]2[C:53](=[O:54])[N:48]([C:45]3[CH:46]=[CH:47][C:42]([F:41])=[CH:43][CH:44]=3)[N:49]=[CH:50][CH:51]=2)=[O:56])[CH:22]=[CH:23][C:18]=1[O:17][C:16]1[CH:15]=[CH:14][N:13]=[C:12]2[N:8]([CH2:7][C:6]3[CH:5]=[CH:4][C:3]([O:2][CH3:1])=[CH:40][CH:39]=3)[N:9]=[C:10]([CH:26]3[CH2:27][CH2:28][N:29]([C:32]([O:34][C:35]([CH3:37])([CH3:36])[CH3:38])=[O:33])[CH2:30][CH2:31]3)[C:11]=12. (3) The product is: [NH2:20][C@@H:16]1[CH2:17][CH2:18][CH2:19][N:14]([C:7]2[N:6]([CH2:5][C:4]3[CH:28]=[CH:29][CH:30]=[CH:31][C:3]=3[C:1]#[N:2])[C:11](=[O:12])[C:10]([CH3:13])=[N:9][N:8]=2)[CH2:15]1. Given the reactants [C:1]([C:3]1[CH:31]=[CH:30][CH:29]=[CH:28][C:4]=1[CH2:5][N:6]1[C:11](=[O:12])[C:10]([CH3:13])=[N:9][N:8]=[C:7]1[N:14]1[CH2:19][CH2:18][CH2:17][C@@H:16]([NH:20]C(=O)OC(C)(C)C)[CH2:15]1)#[N:2].Cl.C([O-])(O)=O.[Na+], predict the reaction product. (4) Given the reactants [Si:1]([O:8][C@@H:9]1[C@@:37]2([CH3:38])[C:13](=[CH:14][CH:15]=[C:16]3[C@@H:36]2[CH2:35][CH2:34][C@@:33]2([CH3:39])[C@H:17]3[CH2:18][CH:19]=[C:20]2[C@@H:21]([S:23][C:24](OC2C=CC=CC=2)=O)[CH3:22])[CH2:12][C@@H:11]([OH:40])[CH2:10]1)([C:4]([CH3:7])([CH3:6])[CH3:5])([CH3:3])[CH3:2].BrC[CH2:43][CH2:44][C:45]([CH3:55])([O:47][Si:48]([CH2:53][CH3:54])([CH2:51][CH3:52])[CH2:49][CH3:50])[CH3:46].O1CCCC1.[OH-].[K+], predict the reaction product. The product is: [Si:1]([O:8][C@@H:9]1[C@@:37]2([CH3:38])[C:13](=[CH:14][CH:15]=[C:16]3[C@@H:36]2[CH2:35][CH2:34][C@@:33]2([CH3:39])[C@H:17]3[CH2:18][CH:19]=[C:20]2[C@@H:21]([S:23][CH2:24][CH2:43][CH2:44][C:45]([CH3:55])([O:47][Si:48]([CH2:49][CH3:50])([CH2:53][CH3:54])[CH2:51][CH3:52])[CH3:46])[CH3:22])[CH2:12][C@@H:11]([OH:40])[CH2:10]1)([C:4]([CH3:7])([CH3:6])[CH3:5])([CH3:2])[CH3:3]. (5) Given the reactants [Br:1][C:2]1[CH:7]=[CH:6][C:5]([CH2:8]Br)=[C:4]([S:10]([CH3:13])(=[O:12])=[O:11])[CH:3]=1.[CH3:14][NH2:15].CO, predict the reaction product. The product is: [Br:1][C:2]1[CH:7]=[CH:6][C:5]([CH2:8][NH:15][CH3:14])=[C:4]([S:10]([CH3:13])(=[O:12])=[O:11])[CH:3]=1. (6) Given the reactants [Br:1][C:2]1[CH:3]=[C:4]([CH3:23])[C:5]([N:8]([C:16]([O:18][C:19]([CH3:22])([CH3:21])[CH3:20])=[O:17])[C:9]([O:11][C:12]([CH3:15])([CH3:14])[CH3:13])=[O:10])=[N:6][CH:7]=1.[Br:24]N1C(=O)CCC1=O.C(OOC(=O)C1C=CC=CC=1)(=O)C1C=CC=CC=1, predict the reaction product. The product is: [Br:1][C:2]1[CH:3]=[C:4]([CH2:23][Br:24])[C:5]([N:8]([C:9]([O:11][C:12]([CH3:13])([CH3:14])[CH3:15])=[O:10])[C:16]([O:18][C:19]([CH3:22])([CH3:21])[CH3:20])=[O:17])=[N:6][CH:7]=1. (7) Given the reactants [C@H:1]12[CH2:7][C@H:4]([NH:5][CH2:6]1)[CH2:3][N:2]2[C:8]([O:10][C:11]([CH3:14])([CH3:13])[CH3:12])=[O:9].[Cl:15][C:16]1[N:17]=[N:18][C:19](Cl)=[CH:20][CH:21]=1.C(N(CC)CC)C, predict the reaction product. The product is: [Cl:15][C:16]1[N:17]=[N:18][C:19]([N:5]2[CH2:6][C@@H:1]3[CH2:7][C@H:4]2[CH2:3][N:2]3[C:8]([O:10][C:11]([CH3:14])([CH3:13])[CH3:12])=[O:9])=[CH:20][CH:21]=1.